From a dataset of Forward reaction prediction with 1.9M reactions from USPTO patents (1976-2016). Predict the product of the given reaction. (1) Given the reactants [I-].C[S+](C)(C)=O.[CH3:7][C:8](C)([O-])C.[K+].[C:13]([C:21]1[N:26]=[C:25]2[S:27][C:28]([C:30]3[CH:35]=[CH:34][C:33]([CH2:36][N:37]4[CH2:40][CH:39]([C:41]([OH:43])=[O:42])[CH2:38]4)=[CH:32][C:31]=3[F:44])=[N:29][C:24]2=[CH:23][CH:22]=1)(=[O:20])[C:14]1[CH:19]=[CH:18][CH:17]=[CH:16][CH:15]=1.Cl, predict the reaction product. The product is: [F:44][C:31]1[CH:32]=[C:33]([CH2:36][N:37]2[CH2:40][CH:39]([C:41]([OH:43])=[O:42])[CH2:38]2)[CH:34]=[CH:35][C:30]=1[C:28]1[S:27][C:25]2[C:24]([N:29]=1)=[CH:23][CH:22]=[C:21]([C:13]1([C:14]3[CH:15]=[CH:16][CH:17]=[CH:18][CH:19]=3)[CH2:8][CH2:7][O:20]1)[N:26]=2. (2) Given the reactants [Br:1][C:2]1[S:3][C:4]([C:15]([NH2:17])=[O:16])=[C:5]([CH2:7][C:8]2[CH:13]=[CH:12][C:11]([Cl:14])=[CH:10][CH:9]=2)[N:6]=1.C1(C)C=CC=CC=1.CO[CH:27](OC)[N:28]([CH3:30])[CH3:29], predict the reaction product. The product is: [Br:1][C:2]1[S:3][C:4]([C:15](/[N:17]=[CH:27]\[N:28]([CH3:30])[CH3:29])=[O:16])=[C:5]([CH2:7][C:8]2[CH:9]=[CH:10][C:11]([Cl:14])=[CH:12][CH:13]=2)[N:6]=1. (3) The product is: [C:14]([O:13][C@H:10]1[CH2:11][CH2:12][NH:8][CH2:9]1)(=[O:21])[C:15]1[CH:16]=[CH:17][CH:18]=[CH:19][CH:20]=1. Given the reactants C([N:8]1[CH2:12][CH2:11][CH:10]([O:13][C:14](=[O:21])[C:15]2[CH:20]=[CH:19][CH:18]=[CH:17][CH:16]=2)[CH2:9]1)C1C=CC=CC=1.ClC(OC(Cl)C)=O, predict the reaction product.